Dataset: Catalyst prediction with 721,799 reactions and 888 catalyst types from USPTO. Task: Predict which catalyst facilitates the given reaction. (1) Reactant: [Br:1][C:2]1[CH:7]=[CH:6][CH:5]=[CH:4][C:3]=1[CH2:8][CH2:9][OH:10].[Si:11](Cl)([C:14]([CH3:17])([CH3:16])[CH3:15])([CH3:13])[CH3:12].N1C=CN=C1.CCN(CC)CC. Product: [Br:1][C:2]1[CH:7]=[CH:6][CH:5]=[CH:4][C:3]=1[CH2:8][CH2:9][O:10][Si:11]([C:14]([CH3:17])([CH3:16])[CH3:15])([CH3:13])[CH3:12]. The catalyst class is: 31. (2) Reactant: [CH3:1][C:2]1[O:6][N:5]=[C:4]([O:7][CH:8]2[CH2:11][N:10]([C:12]3[N:21]=[CH:20][C:19]([C:22]([F:25])([F:24])[F:23])=[CH:18][C:13]=3[C:14]([O:16]C)=[O:15])[CH2:9]2)[CH:3]=1.O.[OH-].[Li+]. Product: [CH3:1][C:2]1[O:6][N:5]=[C:4]([O:7][CH:8]2[CH2:11][N:10]([C:12]3[N:21]=[CH:20][C:19]([C:22]([F:25])([F:23])[F:24])=[CH:18][C:13]=3[C:14]([OH:16])=[O:15])[CH2:9]2)[CH:3]=1. The catalyst class is: 38. (3) Reactant: C(N1C=CN=C1)(N1C=CN=C1)=O.[C:13]1([C:23]([OH:25])=O)[C:22]2[C:17](=[CH:18][CH:19]=[CH:20][CH:21]=2)[CH:16]=[CH:15][N:14]=1.Cl.[CH3:27][NH:28][O:29][CH3:30]. Product: [CH3:27][N:28]([O:29][CH3:30])[C:23]([C:13]1[C:22]2[C:17](=[CH:18][CH:19]=[CH:20][CH:21]=2)[CH:16]=[CH:15][N:14]=1)=[O:25]. The catalyst class is: 4. (4) Reactant: [CH2:1]([O:3]/[C:4](=[CH:10]\[C:11]1[CH:16]=[CH:15][C:14]([OH:17])=[CH:13][CH:12]=1)/[C:5]([O:7][CH2:8][CH3:9])=[O:6])[CH3:2].Br[CH2:19][C:20]([C:22]1[CH:27]=[CH:26][CH:25]=[C:24]([O:28][CH3:29])[CH:23]=1)=[O:21].C(=O)([O-])[O-].[K+].[K+]. Product: [CH2:1]([O:3]/[C:4](=[CH:10]\[C:11]1[CH:12]=[CH:13][C:14]([O:17][CH2:19][C:20]([C:22]2[CH:27]=[CH:26][CH:25]=[C:24]([O:28][CH3:29])[CH:23]=2)=[O:21])=[CH:15][CH:16]=1)/[C:5]([O:7][CH2:8][CH3:9])=[O:6])[CH3:2]. The catalyst class is: 21. (5) Reactant: Br[CH2:2][CH2:3][NH:4][S:5]([C:8]1[CH:13]=[CH:12][C:11]([S:14]([NH:17][C:18]2[CH:19]=[CH:20][CH:21]=[C:22]3[C:26]=2[NH:25][CH:24]=[C:23]3[Cl:27])(=[O:16])=[O:15])=[CH:10][CH:9]=1)(=[O:7])=[O:6].[NH:28]1[CH:32]=[CH:31][N:30]=[CH:29]1. Product: [Cl:27][C:23]1[C:22]2[C:26](=[C:18]([NH:17][S:14]([C:11]3[CH:12]=[CH:13][C:8]([S:5](=[O:7])(=[O:6])[NH:4][CH2:3][CH2:2][N:28]4[CH:32]=[CH:31][N:30]=[CH:29]4)=[CH:9][CH:10]=3)(=[O:16])=[O:15])[CH:19]=[CH:20][CH:21]=2)[NH:25][CH:24]=1. The catalyst class is: 9. (6) Reactant: [CH3:1][C:2]1[CH:9]=[CH:8][CH:7]=[CH:6][C:3]=1[C:4]#[N:5].C(O)(O)=O.[Br:14]Br.C(=O)([O-])[O-].[K+].[K+]. Product: [Br:14][C:7]1[CH:8]=[CH:9][C:2]([CH3:1])=[C:3]([CH:6]=1)[C:4]#[N:5]. The catalyst class is: 24.